This data is from Full USPTO retrosynthesis dataset with 1.9M reactions from patents (1976-2016). The task is: Predict the reactants needed to synthesize the given product. (1) Given the product [C:30]([C:29]1[CH:28]=[CH:27][C:26]([CH:9]2[N:10]([CH2:35][C:36]3[CH:37]=[C:38]([CH:46]=[CH:47][CH:48]=3)[C:39]([O:41][C:42]([CH3:45])([CH3:43])[CH3:44])=[O:40])[C:11](=[O:25])[N:12]([C:15]3[CH:20]=[CH:19][CH:18]=[C:17]([C:21]([F:24])([F:22])[F:23])[CH:16]=3)[C:13]([CH3:14])=[C:8]2[C:6]([CH:3]2[CH2:5][CH2:4]2)=[O:7])=[CH:33][CH:32]=1)#[N:31], predict the reactants needed to synthesize it. The reactants are: [H-].[Na+].[CH:3]1([C:6]([C:8]2[CH:9]([C:26]3[CH:33]=[CH:32][C:29]([C:30]#[N:31])=[CH:28][CH:27]=3)[NH:10][C:11](=[O:25])[N:12]([C:15]3[CH:20]=[CH:19][CH:18]=[C:17]([C:21]([F:24])([F:23])[F:22])[CH:16]=3)[C:13]=2[CH3:14])=[O:7])[CH2:5][CH2:4]1.Br[CH2:35][C:36]1[CH:37]=[C:38]([CH:46]=[CH:47][CH:48]=1)[C:39]([O:41][C:42]([CH3:45])([CH3:44])[CH3:43])=[O:40]. (2) Given the product [CH3:20][N:7]([C@@H:8]([CH2:12][CH:13]=[CH2:14])[C:9]([OH:11])=[O:10])[C:5](=[O:6])[C@H:4]([CH3:3])[CH2:15][CH2:16][CH2:17][CH3:18], predict the reactants needed to synthesize it. The reactants are: [H-].[Na+].[CH3:3][C@@H:4]([CH2:15][CH2:16][CH2:17][CH3:18])[C:5]([NH:7][C@@H:8]([CH2:12][CH:13]=[CH2:14])[C:9]([OH:11])=[O:10])=[O:6].I[CH3:20]. (3) Given the product [CH3:1][O:2][C:3]1[CH:8]=[C:7]([CH:6]=[C:5]([O:12][CH2:13][CH2:14][O:15][CH2:16][CH2:17][O:18][CH3:19])[CH:4]=1)[NH2:9], predict the reactants needed to synthesize it. The reactants are: [CH3:1][O:2][C:3]1[CH:8]=[C:7]([N+:9]([O-])=O)[CH:6]=[C:5]([O:12][CH2:13][CH2:14][O:15][CH2:16][CH2:17][O:18][CH3:19])[CH:4]=1. (4) Given the product [Cl:27][CH2:12][C:10]1[CH:9]=[CH:8][C:6]2[N:7]=[C:3]([S:2][CH3:1])[S:4][C:5]=2[CH:11]=1, predict the reactants needed to synthesize it. The reactants are: [CH3:1][S:2][C:3]1[S:4][C:5]2[CH:11]=[C:10]([CH2:12]O)[CH:9]=[CH:8][C:6]=2[N:7]=1.CCN(C(C)C)C(C)C.CS([Cl:27])(=O)=O. (5) Given the product [Cl:7][CH2:8][CH2:9][CH2:10][CH2:11][S:12]([NH2:16])(=[O:14])=[O:13], predict the reactants needed to synthesize it. The reactants are: P(Cl)(Cl)(Cl)(Cl)Cl.[Cl:7][CH2:8][CH2:9][CH2:10][CH2:11][S:12](Cl)(=[O:14])=[O:13].[NH3:16].